This data is from Catalyst prediction with 721,799 reactions and 888 catalyst types from USPTO. The task is: Predict which catalyst facilitates the given reaction. (1) Reactant: [NH2:1][CH:2]1[CH2:7][CH:6]2[CH:8]([OH:9])[CH:3]1[CH2:4][CH2:5]2.C(N(CC)CC)C.[Cl:17][C:18]1[CH:23]=[CH:22][C:21]([S:24](Cl)(=[O:26])=[O:25])=[CH:20][CH:19]=1.C(OCC)(=O)C. Product: [Cl:17][C:18]1[CH:23]=[CH:22][C:21]([S:24]([NH:1][CH:2]2[CH2:7][CH:6]3[CH:8]([OH:9])[CH:3]2[CH2:4][CH2:5]3)(=[O:26])=[O:25])=[CH:20][CH:19]=1. The catalyst class is: 7. (2) Reactant: [CH2:1]([O:3][C:4]([C:6]1[NH:7][N:8]=[C:9]([CH2:11][CH2:12][CH3:13])[CH:10]=1)=[O:5])[CH3:2].[I:14]N1C(=O)CCC1=O. Product: [CH2:1]([O:3][C:4]([C:6]1[NH:7][N:8]=[C:9]([CH2:11][CH2:12][CH3:13])[C:10]=1[I:14])=[O:5])[CH3:2]. The catalyst class is: 4. (3) Reactant: [N:1]1[CH:6]=[CH:5][CH:4]=[C:3]([CH2:7][C:8]#[N:9])[CH:2]=1.[H-].[Na+].Cl[C:13]1[N:14]=[N:15][C:16]([O:19][CH3:20])=[CH:17][CH:18]=1. Product: [CH3:20][O:19][C:16]1[N:15]=[N:14][C:13]([CH:7]([C:3]2[CH:2]=[N:1][CH:6]=[CH:5][CH:4]=2)[C:8]#[N:9])=[CH:18][CH:17]=1. The catalyst class is: 9. (4) Reactant: [CH:1]1([CH:4]([NH:10]S(C(C)(C)C)=O)[CH2:5][C:6]([OH:9])([CH3:8])[CH3:7])[CH2:3][CH2:2]1.[ClH:17].O1CCOCC1. Product: [Cl-:17].[CH:1]1([CH:4]([NH3+:10])[CH2:5][C:6]([OH:9])([CH3:8])[CH3:7])[CH2:3][CH2:2]1. The catalyst class is: 5.